Dataset: Reaction yield outcomes from USPTO patents with 853,638 reactions. Task: Predict the reaction yield, written as a fraction of the theoretical maximum amount of product (1.0 means a 100% yield; for example, 0.34 means a 34% yield). (1) The reactants are [CH3:1][CH2:2]OCC.[CH3:6][C:7]([CH3:9])=O.[C:10]1([CH3:16])[CH:15]=[CH:14]C=[CH:12][CH:11]=1. No catalyst specified. The product is [CH2:7]([C:9]12[CH2:16][CH:10]([CH2:11][CH2:12]1)[CH:15]=[CH:14]2)[CH2:6][CH2:1][CH3:2]. The yield is 0.0300. (2) The reactants are [O:1]=[C:2]1[CH2:7][CH2:6][CH2:5][C:4]([C:10]2[CH:15]=[CH:14][CH:13]=[CH:12][CH:11]=2)([C:8]#[N:9])[CH2:3]1.[CH2:16](O)[CH2:17][OH:18].C1(C)C=CC(S([O-])(=O)=O)=CC=1.[NH+]1C=CC=CC=1. The catalyst is C1C=CC=CC=1. The product is [CH2:16]1[CH2:17][O:18][C:2]2([CH2:7][CH2:6][CH2:5][C:4]([C:10]3[CH:11]=[CH:12][CH:13]=[CH:14][CH:15]=3)([C:8]#[N:9])[CH2:3]2)[O:1]1. The yield is 0.480.